This data is from Full USPTO retrosynthesis dataset with 1.9M reactions from patents (1976-2016). The task is: Predict the reactants needed to synthesize the given product. (1) Given the product [Cl:1][C:2]1[CH:3]=[C:4]([CH2:5][S:6]([Cl:27])(=[O:8])=[O:7])[CH:23]=[CH:24][C:25]=1[Cl:26], predict the reactants needed to synthesize it. The reactants are: [Cl:1][C:2]1[CH:3]=[C:4]([CH:23]=[CH:24][C:25]=1[Cl:26])[CH2:5][S:6](N1CCN(C2C(Cl)=CN=CC=2Cl)CC1)(=[O:8])=[O:7].[Cl:27]C1C=NC=C(Cl)C=1N1CCNCC1. (2) Given the product [CH:13]([O:12][P:11]([C:9]([NH:47][CH2:46][C@H:43]([NH:42][C:29]([C:30]1[CH:35]=[CH:34][CH:33]=[CH:32][CH:31]=1)([C:36]1[CH:37]=[CH:38][CH:39]=[CH:40][CH:41]=1)[C:23]1[CH:24]=[CH:25][CH:26]=[CH:27][CH:28]=1)[CH2:44][OH:45])=[O:8])([O:16][CH:17]([CH3:19])[CH3:18])=[O:20])([CH3:15])[CH3:14], predict the reactants needed to synthesize it. The reactants are: [N+](C1C=CC([O:8][C:9]([P:11](=[O:20])([O:16][CH:17]([CH3:19])[CH3:18])[O:12][CH:13]([CH3:15])[CH3:14])=O)=CC=1)([O-])=O.[C:23]1([C:29]([NH:42][C@@H:43]([CH2:46][NH2:47])[CH2:44][OH:45])([C:36]2[CH:41]=[CH:40][CH:39]=[CH:38][CH:37]=2)[C:30]2[CH:35]=[CH:34][CH:33]=[CH:32][CH:31]=2)[CH:28]=[CH:27][CH:26]=[CH:25][CH:24]=1. (3) The reactants are: O(Cl)Cl.CN(C)[C:6]1[CH:11]=CC=[CH:8][CH:7]=1.[C:13]1([CH3:41])[CH:18]=[C:17]([CH3:19])[CH:16]=[C:15]([CH3:20])[C:14]=1[C:21]1[C:22]([CH3:40])=[N:23][N:24]2[C:29](=O)[C:28]([CH2:31][CH2:32][CH2:33][C:34]([O:36][CH2:37][CH3:38])=[O:35])=[C:27]([CH3:39])[NH:26][C:25]=12.C(=O)([O-])[O-].[K+].[K+].C(N)CCC. Given the product [CH2:11]([C:29]1[N:24]2[N:23]=[C:22]([CH3:40])[C:21]([C:14]3[C:15]([CH3:20])=[CH:16][C:17]([CH3:19])=[CH:18][C:13]=3[CH3:41])=[C:25]2[N:26]=[C:27]([CH3:39])[C:28]=1[CH2:31][CH2:32][CH2:33][C:34]([O:36][CH2:37][CH3:38])=[O:35])[CH2:6][CH2:7][CH3:8], predict the reactants needed to synthesize it. (4) Given the product [Cl:19][C:17]1[N:16]=[C:15]2[N:20]([CH3:23])[N:21]=[CH:22][C:14]2=[C:13]([NH:1][C:2]2[CH:7]=[CH:6][C:5]([O:8][CH3:9])=[C:4]([O:10][CH3:11])[CH:3]=2)[N:18]=1, predict the reactants needed to synthesize it. The reactants are: [NH2:1][C:2]1[CH:3]=[C:4]([O:10][CH3:11])[C:5]([O:8][CH3:9])=[CH:6][CH:7]=1.Cl[C:13]1[N:18]=[C:17]([Cl:19])[N:16]=[C:15]2[N:20]([CH3:23])[N:21]=[CH:22][C:14]=12.